This data is from Reaction yield outcomes from USPTO patents with 853,638 reactions. The task is: Predict the reaction yield, written as a fraction of the theoretical maximum amount of product (1.0 means a 100% yield; for example, 0.34 means a 34% yield). (1) The reactants are [NH:1]1[CH:5]=[N:4][N:3]=[N:2]1.[H-].[Na+].[CH2:8]([NH:20][C:21](=[O:41])[C:22]1[CH:27]=[C:26]([C:28]2[CH:33]=[CH:32][CH:31]=[C:30]([O:34][CH3:35])[CH:29]=2)[C:25]([O:36][CH2:37][CH2:38]Br)=[C:24]([Br:40])[CH:23]=1)[CH2:9][CH2:10][CH2:11][CH2:12][CH2:13][CH2:14][CH2:15][CH2:16][CH2:17][CH2:18][CH3:19].N[C@H](C(O)=O)[C@@H](C)O. The catalyst is C1COCC1.CCOC(C)=O.CS(C)=O. The product is [CH2:8]([NH:20][C:21]([C:22]1[CH:27]=[C:26]([C:28]2[CH:33]=[CH:32][CH:31]=[C:30]([O:34][CH3:35])[CH:29]=2)[C:25]([O:36][CH2:37][CH2:38][N:1]2[CH:5]=[N:4][N:3]=[N:2]2)=[C:24]([Br:40])[CH:23]=1)=[O:41])[CH2:9][CH2:10][CH2:11][CH2:12][CH2:13][CH2:14][CH2:15][CH2:16][CH2:17][CH2:18][CH3:19]. The yield is 0.250. (2) The reactants are [Cl:1][C:2]1[CH:7]=[CH:6][C:5]([C:8]2([F:14])[CH2:13][CH2:12][NH:11][CH2:10][CH2:9]2)=[CH:4][CH:3]=1.N1C(C)=CC=CC=1C.[I-].[K+].Br[CH2:26][CH2:27][CH:28]=[C:29]1[C:35]2[CH:36]=[CH:37][CH:38]=[N:39][C:34]=2[CH2:33][O:32][C:31]2[CH:40]=[CH:41][C:42]([C:44]([OH:47])([CH3:46])[CH3:45])=[CH:43][C:30]1=2. The catalyst is C(O)(C)C. The product is [Cl:1][C:2]1[CH:7]=[CH:6][C:5]([C:8]2([F:14])[CH2:9][CH2:10][N:11]([CH2:26][CH2:27][CH:28]=[C:29]3[C:35]4[CH:36]=[CH:37][CH:38]=[N:39][C:34]=4[CH2:33][O:32][C:31]4[CH:40]=[CH:41][C:42]([C:44]([OH:47])([CH3:46])[CH3:45])=[CH:43][C:30]3=4)[CH2:12][CH2:13]2)=[CH:4][CH:3]=1. The yield is 0.540. (3) The catalyst is ClCCl.O. The product is [CH3:1][O:2][C:3](=[O:29])[C@H:4]([CH2:21][C:22]1[CH:27]=[CH:26][C:25]([NH:28][C:33]([C:32]2[C:31]([Cl:30])=[CH:39][CH:38]=[CH:37][C:36]=2[Cl:40])=[O:34])=[CH:24][CH:23]=1)[NH:5][C:6]([C:8]1([CH2:13][CH2:14][CH2:15][CH2:16][S:17]([CH3:20])(=[O:19])=[O:18])[CH2:12][CH2:11][CH2:10][CH2:9]1)=[S:7]. The reactants are [CH3:1][O:2][C:3](=[O:29])[C@H:4]([CH2:21][C:22]1[CH:27]=[CH:26][C:25]([NH2:28])=[CH:24][CH:23]=1)[NH:5][C:6]([C:8]1([CH2:13][CH2:14][CH2:15][CH2:16][S:17]([CH3:20])(=[O:19])=[O:18])[CH2:12][CH2:11][CH2:10][CH2:9]1)=[S:7].[Cl:30][C:31]1[CH:39]=[CH:38][CH:37]=[C:36]([Cl:40])[C:32]=1[C:33](Cl)=[O:34].C(N(C(C)C)CC)(C)C. The yield is 0.990. (4) The reactants are [Cl:1][C:2]1[CH:7]=[CH:6][C:5]([C:8]2[C:9](=O)[NH:10][N:11]=[CH:12][C:13]=2[C:14]2[CH:19]=[CH:18][C:17]([Cl:20])=[CH:16][CH:15]=2)=[CH:4][CH:3]=1.N1C=CC=CC=1.O=P(Cl)(Cl)[Cl:30]. The catalyst is C1(C)C=CC=CC=1. The product is [Cl:30][C:9]1[N:10]=[N:11][CH:12]=[C:13]([C:14]2[CH:19]=[CH:18][C:17]([Cl:20])=[CH:16][CH:15]=2)[C:8]=1[C:5]1[CH:6]=[CH:7][C:2]([Cl:1])=[CH:3][CH:4]=1. The yield is 0.920. (5) The reactants are I[C:2]1[CH:7]=[C:6]([O:8][CH3:9])[CH:5]=[CH:4][C:3]=1[CH3:10].N#N.[CH3:13][CH2:14][OH:15].[Li][CH:17](CC)C.C1CCCCC1.B(F)(F)F.C(OCC)C. The catalyst is C1COCC1. The product is [CH3:9][O:8][C:6]1[CH:5]=[CH:4][C:3]([CH3:10])=[C:2]([CH2:13][C@H:14]([OH:15])[CH3:17])[CH:7]=1. The yield is 0.180. (6) The reactants are [CH3:1][O:2][C:3]1[CH:10]=[CH:9][C:6]([C:7]#[N:8])=[CH:5][CH:4]=1.CCN(C(C)C)C(C)C.Cl.[NH2:21][OH:22]. The catalyst is CCO. The product is [OH:22][NH:21][C:7](=[NH:8])[C:6]1[CH:9]=[CH:10][C:3]([O:2][CH3:1])=[CH:4][CH:5]=1. The yield is 0.980. (7) The reactants are N(C(OCC)=O)=NC(OCC)=O.[Br:13][C:14]1[CH:33]=[CH:32][C:17]([NH:18][C:19]2[C:28]3[C:23](=[CH:24][C:25]([OH:31])=[C:26]([O:29][CH3:30])[CH:27]=3)[N:22]=[CH:21][N:20]=2)=[C:16]([F:34])[CH:15]=1.C1(P(C2C=CC=CC=2)C2C=CC=CC=2)C=CC=CC=1.O[CH2:55][CH2:56][N:57]1[CH2:62][CH2:61][O:60][CH2:59][C:58]1=[O:63].C(Cl)[Cl:65]. No catalyst specified. The product is [ClH:65].[Br:13][C:14]1[CH:33]=[CH:32][C:17]([NH:18][C:19]2[C:28]3[C:23](=[CH:24][C:25]([O:31][CH2:55][CH2:56][N:57]4[CH2:62][CH2:61][O:60][CH2:59][C:58]4=[O:63])=[C:26]([O:29][CH3:30])[CH:27]=3)[N:22]=[CH:21][N:20]=2)=[C:16]([F:34])[CH:15]=1. The yield is 0.260. (8) The reactants are [NH2:1][C:2]1[C:9](Br)=[CH:8][C:7]([N+:11]([O-:13])=[O:12])=[CH:6][C:3]=1[C:4]#[N:5].[CH3:14][C:15]([CH3:19])([CH3:18])[C:16]#[CH:17]. The catalyst is CCN(CC)CC.[Cu]I.Cl[Pd](Cl)([P](C1C=CC=CC=1)(C1C=CC=CC=1)C1C=CC=CC=1)[P](C1C=CC=CC=1)(C1C=CC=CC=1)C1C=CC=CC=1. The product is [NH2:1][C:2]1[C:9]([C:17]#[C:16][C:15]([CH3:19])([CH3:18])[CH3:14])=[CH:8][C:7]([N+:11]([O-:13])=[O:12])=[CH:6][C:3]=1[C:4]#[N:5]. The yield is 0.710.